This data is from Forward reaction prediction with 1.9M reactions from USPTO patents (1976-2016). The task is: Predict the product of the given reaction. (1) Given the reactants [F:1][C:2]1[CH:3]=[C:4]([C:9]2[CH2:16][CH:15]3[CH2:17][CH:11]([CH2:12][N:13]([C:18]([O:20][C:21]([CH3:24])([CH3:23])[CH3:22])=[O:19])[CH2:14]3)[CH:10]=2)[CH:5]=[C:6]([F:8])[CH:7]=1, predict the reaction product. The product is: [F:8][C:6]1[CH:5]=[C:4]([CH:9]2[CH2:10][CH:11]3[CH2:17][CH:15]([CH2:14][N:13]([C:18]([O:20][C:21]([CH3:24])([CH3:23])[CH3:22])=[O:19])[CH2:12]3)[CH2:16]2)[CH:3]=[C:2]([F:1])[CH:7]=1. (2) The product is: [Cl:1][C:2]1[C:6]([CH2:7][O:8][C:9]2[C:14]([F:15])=[CH:13][C:12]([CH2:16][CH2:17][C:18]([OH:20])=[O:19])=[CH:11][C:10]=2[F:25])=[C:5]([C:26]2[CH:27]=[CH:28][C:29]([Cl:32])=[CH:30][CH:31]=2)[S:4][N:3]=1. Given the reactants [Cl:1][C:2]1[C:6]([CH2:7][O:8][C:9]2[C:14]([F:15])=[CH:13][C:12]([CH2:16][CH2:17][C:18]([O:20]C(C)(C)C)=[O:19])=[CH:11][C:10]=2[F:25])=[C:5]([C:26]2[CH:31]=[CH:30][C:29]([Cl:32])=[CH:28][CH:27]=2)[S:4][N:3]=1.C(O)(C(F)(F)F)=O, predict the reaction product. (3) The product is: [Cl:35][C:9]1[CH:10]=[C:11]2[N:16]=[C:15]([O:17][C@H:18]3[C@H:22]4[O:23][CH2:24][C@@H:25]([OH:26])[C@H:21]4[O:20][CH2:19]3)[N:14]([CH2:27][O:28][CH2:29][CH2:30][Si:31]([CH3:34])([CH3:33])[CH3:32])[C:12]2=[N:13][C:8]=1[C:5]1[CH:6]=[CH:7][C:2]([C:39]2[CH2:40][CH2:41][S:36][CH2:37][CH:38]=2)=[CH:3][CH:4]=1. Given the reactants Br[C:2]1[CH:7]=[CH:6][C:5]([C:8]2[N:13]=[C:12]3[N:14]([CH2:27][O:28][CH2:29][CH2:30][Si:31]([CH3:34])([CH3:33])[CH3:32])[C:15]([O:17][C@H:18]4[C@H:22]5[O:23][CH2:24][C@@H:25]([OH:26])[C@H:21]5[O:20][CH2:19]4)=[N:16][C:11]3=[CH:10][C:9]=2[Cl:35])=[CH:4][CH:3]=1.[S:36]1[CH2:41][CH:40]=[C:39](B2OC(C)(C)C(C)(C)O2)[CH2:38][CH2:37]1, predict the reaction product. (4) Given the reactants [C:1]([O:5][C:6]([N:8]1[CH2:13][CH:12]=[C:11]([C:14]2[NH:23][C:17]3[N:18]=[CH:19][N:20]=[C:21](Cl)[C:16]=3[CH:15]=2)[CH2:10][CH2:9]1)=[O:7])([CH3:4])([CH3:3])[CH3:2].[NH:24]1[CH:28]=[CH:27][N:26]=[C:25]1[C:29]1[CH:30]=[C:31]([NH2:35])[CH:32]=[CH:33][CH:34]=1.FC(F)(F)C(O)=O, predict the reaction product. The product is: [C:1]([O:5][C:6]([N:8]1[CH2:13][CH:12]=[C:11]([C:14]2[NH:23][C:17]3[N:18]=[CH:19][N:20]=[C:21]([NH:35][C:31]4[CH:32]=[CH:33][CH:34]=[C:29]([C:25]5[NH:26][CH:27]=[CH:28][N:24]=5)[CH:30]=4)[C:16]=3[CH:15]=2)[CH2:10][CH2:9]1)=[O:7])([CH3:4])([CH3:3])[CH3:2]. (5) Given the reactants [C:1]([O:5][C:6]([N:8]1[CH2:13][CH2:12][N:11]([C:14]2[CH:19]=[CH:18][CH:17]=[C:16]([NH:20][C:21](=O)[C:22]3[CH:27]=[CH:26][CH:25]=[CH:24][C:23]=3[F:28])[C:15]=2[C:30]#[N:31])[CH2:10][CH2:9]1)=[O:7])([CH3:4])([CH3:3])[CH3:2].CSC, predict the reaction product. The product is: [C:1]([O:5][C:6]([N:8]1[CH2:13][CH2:12][N:11]([C:14]2[CH:19]=[CH:18][CH:17]=[C:16]([NH:20][CH2:21][C:22]3[CH:27]=[CH:26][CH:25]=[CH:24][C:23]=3[F:28])[C:15]=2[CH2:30][NH2:31])[CH2:10][CH2:9]1)=[O:7])([CH3:4])([CH3:2])[CH3:3]. (6) Given the reactants C([C:5]1[C:6]([CH3:24])=[N+:7]([O-])[C:8]2[N:9]([C:16]([O:18][C:19]([CH3:22])([CH3:21])[CH3:20])=[O:17])[CH:10]([CH3:15])[CH2:11][CH2:12][C:13]=2[CH:14]=1)(C)(C)C.[C:25]([O:28]C(=O)C)(=[O:27])[CH3:26], predict the reaction product. The product is: [C:19]([O:18][C:16]([N:9]1[C:8]2[C:13](=[CH:14][CH:5]=[C:6]([CH2:24][O:28][C:25](=[O:27])[CH3:26])[N:7]=2)[CH2:12][CH2:11][CH:10]1[CH3:15])=[O:17])([CH3:22])([CH3:20])[CH3:21]. (7) Given the reactants [F:1][C:2]1[CH:7]=[CH:6][C:5]([F:8])=[CH:4][C:3]=1[C@H:9]1[CH2:13][CH2:12][CH2:11][N:10]1[C:14]1[CH:19]=[CH:18][N:17]2[N:20]=[CH:21][C:22]([NH2:23])=[C:16]2[N:15]=1.[Cl:24][C:25]1[N:30]=[C:29]([C:31](O)=[O:32])[CH:28]=[CH:27][CH:26]=1, predict the reaction product. The product is: [Cl:24][C:25]1[N:30]=[C:29]([C:31]([NH:23][C:22]2[CH:21]=[N:20][N:17]3[CH:18]=[CH:19][C:14]([N:10]4[CH2:11][CH2:12][CH2:13][C@@H:9]4[C:3]4[CH:4]=[C:5]([F:8])[CH:6]=[CH:7][C:2]=4[F:1])=[N:15][C:16]=23)=[O:32])[CH:28]=[CH:27][CH:26]=1.